This data is from Full USPTO retrosynthesis dataset with 1.9M reactions from patents (1976-2016). The task is: Predict the reactants needed to synthesize the given product. (1) The reactants are: [Cl:1][C:2]1[CH:3]=[C:4]([NH:15][C:16]2[C:25]3[C:20](=[CH:21][C:22](F)=[C:23]([O:26][CH3:27])[CH:24]=3)[N:19]=[CH:18][C:17]=2[C:29]#[N:30])[CH:5]=[CH:6][C:7]=1[S:8][C:9]1[N:10]([CH3:14])[CH:11]=[CH:12][N:13]=1.[N:31]1([CH:36]2[CH2:41][CH2:40][NH:39][CH2:38][CH2:37]2)[CH2:35][CH2:34][CH2:33][CH2:32]1. Given the product [Cl:1][C:2]1[CH:3]=[C:4]([NH:15][C:16]2[C:25]3[C:20](=[CH:21][C:22]([N:39]4[CH2:40][CH2:41][CH:36]([N:31]5[CH2:35][CH2:34][CH2:33][CH2:32]5)[CH2:37][CH2:38]4)=[C:23]([O:26][CH3:27])[CH:24]=3)[N:19]=[CH:18][C:17]=2[C:29]#[N:30])[CH:5]=[CH:6][C:7]=1[S:8][C:9]1[N:10]([CH3:14])[CH:11]=[CH:12][N:13]=1, predict the reactants needed to synthesize it. (2) Given the product [CH3:18][C:17]([C:15]1[CH:14]=[CH:13][N:12]2[C:8]([C:6]3[CH:5]=[CH:4][N:3]=[C:2]([C:35]4[CH:34]=[CH:33][CH:32]=[C:31]([N+:28]([O-:30])=[O:29])[CH:36]=4)[N:7]=3)=[CH:9][N:10]=[C:11]2[N:16]=1)([O:19][Si:20]([CH2:25][CH3:26])([CH2:23][CH3:24])[CH2:21][CH3:22])[CH3:27], predict the reactants needed to synthesize it. The reactants are: Cl[C:2]1[N:7]=[C:6]([C:8]2[N:12]3[CH:13]=[CH:14][C:15]([C:17]([CH3:27])([O:19][Si:20]([CH2:25][CH3:26])([CH2:23][CH3:24])[CH2:21][CH3:22])[CH3:18])=[N:16][C:11]3=[N:10][CH:9]=2)[CH:5]=[CH:4][N:3]=1.[N+:28]([C:31]1[CH:32]=[C:33](B(O)O)[CH:34]=[CH:35][CH:36]=1)([O-:30])=[O:29]. (3) Given the product [OH:1][C:2]1[C:7]([CH2:8][CH2:9][CH3:10])=[C:6]([O:11][CH2:22][C:21]2[CH:24]=[CH:25][C:18]([N+:15]([O-:17])=[O:16])=[CH:19][CH:20]=2)[CH:5]=[CH:4][C:3]=1[C:12](=[O:14])[CH3:13], predict the reactants needed to synthesize it. The reactants are: [OH:1][C:2]1[C:7]([CH2:8][CH2:9][CH3:10])=[C:6]([OH:11])[CH:5]=[CH:4][C:3]=1[C:12](=[O:14])[CH3:13].[N+:15]([C:18]1[CH:25]=[CH:24][C:21]([CH2:22]Br)=[CH:20][CH:19]=1)([O-:17])=[O:16].C([O-])([O-])=O.[K+].[K+].